This data is from Reaction yield outcomes from USPTO patents with 853,638 reactions. The task is: Predict the reaction yield, written as a fraction of the theoretical maximum amount of product (1.0 means a 100% yield; for example, 0.34 means a 34% yield). The reactants are I[C:2]1[CH:11]=[C:10]2[C:5]([C:6]([N:13]3[CH2:17][CH2:16][CH2:15][CH2:14]3)=[CH:7][C:8]([CH3:12])=[N:9]2)=[CH:4][CH:3]=1.[C:18]1(B(O)O)[CH:23]=[CH:22][CH:21]=[CH:20][CH:19]=1.[O:27]1[CH2:32]COCC1.C(COC)[O:34]C. The catalyst is C1C=CC([PH+]([C]2[CH][CH][CH][CH]2)C2C=CC=CC=2)=CC=1.C1C=CC([PH+]([C]2[CH][CH][CH][CH]2)C2C=CC=CC=2)=CC=1.C(Cl)Cl.Cl[Pd]Cl.[Fe]. The product is [CH:32]([OH:27])=[O:34].[CH3:12][C:8]1[CH:7]=[C:6]([N:13]2[CH2:17][CH2:16][CH2:15][CH2:14]2)[C:5]2[C:10](=[CH:11][C:2]([C:18]3[CH:23]=[CH:22][CH:21]=[CH:20][CH:19]=3)=[CH:3][CH:4]=2)[N:9]=1. The yield is 0.570.